The task is: Regression. Given a peptide amino acid sequence and an MHC pseudo amino acid sequence, predict their binding affinity value. This is MHC class II binding data.. This data is from Peptide-MHC class II binding affinity with 134,281 pairs from IEDB. The peptide sequence is IKLVKSSRPDCSEIP. The MHC is HLA-DPA10201-DPB10101 with pseudo-sequence HLA-DPA10201-DPB10101. The binding affinity (normalized) is 0.0783.